From a dataset of Forward reaction prediction with 1.9M reactions from USPTO patents (1976-2016). Predict the product of the given reaction. Given the reactants [NH2:1][C:2]1[CH:11]=[CH:10][C:5]([C:6]([O:8]C)=[O:7])=[CH:4][C:3]=1[I:12].[OH-].[Li+], predict the reaction product. The product is: [NH2:1][C:2]1[CH:11]=[CH:10][C:5]([C:6]([OH:8])=[O:7])=[CH:4][C:3]=1[I:12].